This data is from NCI-60 drug combinations with 297,098 pairs across 59 cell lines. The task is: Regression. Given two drug SMILES strings and cell line genomic features, predict the synergy score measuring deviation from expected non-interaction effect. (1) Drug 1: CC=C1C(=O)NC(C(=O)OC2CC(=O)NC(C(=O)NC(CSSCCC=C2)C(=O)N1)C(C)C)C(C)C. Drug 2: CN(CCCl)CCCl.Cl. Cell line: K-562. Synergy scores: CSS=83.8, Synergy_ZIP=-6.27, Synergy_Bliss=-6.40, Synergy_Loewe=-0.690, Synergy_HSA=-0.390. (2) Drug 1: C1=CC(=CC=C1CC(C(=O)O)N)N(CCCl)CCCl.Cl. Drug 2: C(=O)(N)NO. Cell line: NCI-H226. Synergy scores: CSS=2.87, Synergy_ZIP=-2.57, Synergy_Bliss=-2.96, Synergy_Loewe=-11.0, Synergy_HSA=-3.99. (3) Drug 1: C#CCC(CC1=CN=C2C(=N1)C(=NC(=N2)N)N)C3=CC=C(C=C3)C(=O)NC(CCC(=O)O)C(=O)O. Drug 2: C1CCC(C(C1)N)N.C(=O)(C(=O)[O-])[O-].[Pt+4]. Cell line: SNB-19. Synergy scores: CSS=26.4, Synergy_ZIP=-8.01, Synergy_Bliss=-0.112, Synergy_Loewe=-4.36, Synergy_HSA=-4.36. (4) Drug 1: C1CC(=O)NC(=O)C1N2C(=O)C3=CC=CC=C3C2=O. Drug 2: CC(C)CN1C=NC2=C1C3=CC=CC=C3N=C2N. Cell line: NCI/ADR-RES. Synergy scores: CSS=-11.3, Synergy_ZIP=7.75, Synergy_Bliss=3.69, Synergy_Loewe=-7.39, Synergy_HSA=-7.83. (5) Drug 1: CN(C(=O)NC(C=O)C(C(C(CO)O)O)O)N=O. Drug 2: C1CN(P(=O)(OC1)NCCCl)CCCl. Cell line: MDA-MB-435. Synergy scores: CSS=10.1, Synergy_ZIP=-2.75, Synergy_Bliss=3.21, Synergy_Loewe=4.08, Synergy_HSA=4.35. (6) Drug 1: C1CCN(CC1)CCOC2=CC=C(C=C2)C(=O)C3=C(SC4=C3C=CC(=C4)O)C5=CC=C(C=C5)O. Drug 2: CC(C)CN1C=NC2=C1C3=CC=CC=C3N=C2N. Cell line: NCI-H226. Synergy scores: CSS=-6.29, Synergy_ZIP=8.03, Synergy_Bliss=4.55, Synergy_Loewe=-1.90, Synergy_HSA=-4.62. (7) Drug 1: CCN(CC)CCNC(=O)C1=C(NC(=C1C)C=C2C3=C(C=CC(=C3)F)NC2=O)C. Drug 2: CCCCC(=O)OCC(=O)C1(CC(C2=C(C1)C(=C3C(=C2O)C(=O)C4=C(C3=O)C=CC=C4OC)O)OC5CC(C(C(O5)C)O)NC(=O)C(F)(F)F)O. Cell line: MCF7. Synergy scores: CSS=24.2, Synergy_ZIP=5.67, Synergy_Bliss=6.96, Synergy_Loewe=-1.70, Synergy_HSA=0.508.